Predict which catalyst facilitates the given reaction. From a dataset of Catalyst prediction with 721,799 reactions and 888 catalyst types from USPTO. (1) Reactant: Cl[C:2]([O:4][C:5]1[CH:10]=[CH:9][CH:8]=[CH:7][CH:6]=1)=[O:3].Br.[Br:12][C:13]1[S:17][C:16]([NH2:18])=[N:15][CH:14]=1. Product: [Br:12][C:13]1[S:17][C:16]([N:18]([C:2]([O:4][C:5]2[CH:10]=[CH:9][CH:8]=[CH:7][CH:6]=2)=[O:3])[C:2]([O:4][C:5]2[CH:10]=[CH:9][CH:8]=[CH:7][CH:6]=2)=[O:3])=[N:15][CH:14]=1. The catalyst class is: 17. (2) Product: [Cl:1][C:2]1[C:3]([O:12][CH:13]([CH3:15])[CH3:14])=[CH:4][C:5]([OH:16])=[C:6]([N+:8]([O-:10])=[O:9])[CH:7]=1. The catalyst class is: 12. Reactant: [Cl:1][C:2]1[CH:7]=[C:6]([N+:8]([O-:10])=[O:9])[C:5](F)=[CH:4][C:3]=1[O:12][CH:13]([CH3:15])[CH3:14].[OH-:16].[Na+]. (3) Reactant: [Br:1][C:2]1[S:6][CH:5]=[C:4]([C:7]([OH:9])=O)[CH:3]=1.C(N(CC)CC)C.[CH3:17][C:18]1([CH3:24])[CH2:23][CH2:22][CH2:21][NH:20][CH2:19]1.CN(C(ON1N=NC2C=CC=NC1=2)=[N+](C)C)C.F[P-](F)(F)(F)(F)F. Product: [Br:1][C:2]1[S:6][CH:5]=[C:4]([C:7]([N:20]2[CH2:21][CH2:22][CH2:23][C:18]([CH3:24])([CH3:17])[CH2:19]2)=[O:9])[CH:3]=1. The catalyst class is: 10. (4) Reactant: [C:1]([C:5]1[CH:10]=[CH:9][C:8]([NH:11][C:12]([NH:14][CH2:15][CH2:16][CH2:17][OH:18])=[O:13])=[CH:7][CH:6]=1)([CH3:4])([CH3:3])[CH3:2].C(N(CC)CC)C.[CH3:26][S:27](Cl)(=[O:29])=[O:28].CC(=O)OCC. Product: [CH3:26][S:27]([O:18][CH2:17][CH2:16][CH2:15][NH:14][C:12]([NH:11][C:8]1[CH:9]=[CH:10][C:5]([C:1]([CH3:4])([CH3:2])[CH3:3])=[CH:6][CH:7]=1)=[O:13])(=[O:29])=[O:28]. The catalyst class is: 2. (5) Reactant: N(C(OCC)=O)=NC(OCC)=O.C1(P(C2C=CC=CC=2)C2C=CC=CC=2)C=CC=CC=1.[OH:32][C:33]1[CH:34]=[CH:35][C:36]2[C:37]3[N:45]=[C:44]([C:46]4[CH:51]=[CH:50][C:49]([O:52][CH3:53])=[CH:48][CH:47]=4)[CH:43]=[C:42]([C:54]([NH2:56])=[O:55])[C:38]=3[NH:39][C:40]=2[CH:41]=1.[CH3:57][N:58]([CH3:62])[CH2:59][CH2:60]O. The catalyst class is: 1. Product: [CH3:57][N:58]([CH3:62])[CH2:59][CH2:60][O:32][C:33]1[CH:34]=[CH:35][C:36]2[C:37]3[N:45]=[C:44]([C:46]4[CH:47]=[CH:48][C:49]([O:52][CH3:53])=[CH:50][CH:51]=4)[CH:43]=[C:42]([C:54]([NH2:56])=[O:55])[C:38]=3[NH:39][C:40]=2[CH:41]=1. (6) Reactant: [F:1][C:2]1[CH:3]=[C:4]([CH:9]=[CH:10][C:11]([OH:13])=O)[CH:5]=[C:6]([F:8])[CH:7]=1.[CH3:14][C:15]1[N:19]([CH3:20])[C:18]([C:21]2[CH:22]=[C:23]([CH:25]=[CH:26][CH:27]=2)[NH2:24])=[CH:17][N:16]=1. Product: [F:8][C:6]1[CH:5]=[C:4](/[CH:9]=[CH:10]/[C:11]([NH:24][C:23]2[CH:25]=[CH:26][CH:27]=[C:21]([C:18]3[N:19]([CH3:20])[C:15]([CH3:14])=[N:16][CH:17]=3)[CH:22]=2)=[O:13])[CH:3]=[C:2]([F:1])[CH:7]=1. The catalyst class is: 675. (7) Reactant: [NH2:1][C:2]1[NH:3][C:4]2[C:9]([C:10]=1[C:11](OCC)=[O:12])=[CH:8][C:7]([O:16][CH3:17])=[C:6]([O:18][CH3:19])[CH:5]=2.C[O-].[Na+].[CH:23]([NH2:25])=O. Product: [CH3:17][O:16][C:7]1[CH:8]=[C:9]2[C:4](=[CH:5][C:6]=1[O:18][CH3:19])[NH:3][C:2]1[N:1]=[CH:23][NH:25][C:11](=[O:12])[C:10]2=1. The catalyst class is: 6.